This data is from Experimentally validated miRNA-target interactions with 360,000+ pairs, plus equal number of negative samples. The task is: Binary Classification. Given a miRNA mature sequence and a target amino acid sequence, predict their likelihood of interaction. (1) The miRNA is hsa-miR-4725-3p with sequence UGGGGAAGGCGUCAGUGUCGGG. The protein sequence of the target gene is MMRAVWEALAALAAVACLVGAVRGGPGLSMFAGQAAQPDPCSDENGHPRRCIPDFVNAAFGKDVRVSSTCGRPPARYCVVSERGEERLRSCHLCNASDPKKAHPPAFLTDLNNPHNLTCWQSENYLQFPHNVTLTLSLGKKFEVTYVSLQFCSPRPESMAIYKSMDYGRTWVPFQFYSTQCRKMYNRPHRAPITKQNEQEAVCTDSHTDMRPLSGGLIAFSTLDGRPSAHDFDNSPVLQDWVTATDIRVAFSRLHTFGDENEDDSELARDSYFYAVSDLQVGGRCKCNGHAARCVRDRDD.... Result: 1 (interaction). (2) The miRNA is mmu-miR-3103-3p with sequence UAACCUCUGAUCCUUCCCACAG. The protein sequence of the target gene is MAGCCCLSAEEKESQRISAEIERQLRRDKKDARRELKLLLLGTGESGKSTFIKQMRIIHGSGYSDEDRKGFTKLVYQNIFTAMQAMIRAMDTLRIQYMCEQNKENAQIIREVEVDKVTALSRDQVAAIKQLWLDPGIQECYDRRREYQLSDSAKYYLTDIERIAMPSFVPTQQDVLRVRVPTTGIIEYPFDLENIIFRMVDVGGQRSERRKWIHCFESVTSIIFLVALSEYDQVLAECDNENRMEESKALFRTIITYPWFLNSSVILFLNKKDLLEEKIMYSHLISYFPEYTGPKQDVKA.... Result: 0 (no interaction). (3) The miRNA is mmu-miR-3085-5p with sequence AGGUGCCAUUCCGAGGGCCAAGAGU. The protein sequence of the target gene is MATRGGGPGPGFRHRALRGLLLLCLWLPGSRPGEPAAPSSGVDRLLQDFRRQLQRARPREELEPELLGGPREDCPGAGGTAVYRAVPDTIIRTQDSIAAGASFLRAPGSVRGWRQCVTACCSEPSCSVAVVQLPRGPSVPAPMPAPRCYLFNCTARGRSVCKFAPLRGYRTYTLSRAEDAAGIPPRPDEDKPPVSKAGKDVVLHLPTDGVVLDGRESSDDHAIVLYEWTLQQGDPSSVDMKVPQPGTLRLSRLKEGAYIFQLTVTDSVGQRSSDNVSVTVLPRPYSTGGCSSACSRYHFF.... Result: 0 (no interaction). (4) The miRNA is hsa-miR-4682 with sequence UCUGAGUUCCUGGAGCCUGGUCU. The protein sequence of the target gene is MTCTDQKSHSQRALGTQTPALQGPQLLNTDPSSEETRPPHVNPDRLCHMEPANHFWHAGDLQAMISKEFHLAATQDDCRKGRTQEDILVPSSHPELFASVLPMAPEEAARLQQPQPLPPPSGIHLSASRTLAPTLLYSSPPSHSPFGLSSLI. Result: 0 (no interaction). (5) The miRNA is mmu-miR-126a-5p with sequence CAUUAUUACUUUUGGUACGCG. The protein sequence of the target gene is MATNESVSIFSSASLAVEYVDSLLPENPLQEPFKNAWNYMLNNYTKFQIATWGSLIVHEALYFLFCLPGFLFQFIPYMKKYKIQKDKPETWENQWKCFKVLLFNHFCIQLPLICGTYYFTEYFNIPYDWERMPRWYFLLARCFGCAVIEDTWHYFLHRLLHHKRIYKYIHKVHHEFQAPFGMEAEYAHPLETLILGTGFFIGIVLLCDHVILLWAWVTIRLLETIDVHSGYDIPLNPLNLIPFYAGSRHHDFHHMNFIGNYASTFTWWDRIFGTDSQYNAYNEKRKKFEKKTE. Result: 0 (no interaction).